From a dataset of Full USPTO retrosynthesis dataset with 1.9M reactions from patents (1976-2016). Predict the reactants needed to synthesize the given product. Given the product [Cl:1][C:2]1[CH:9]=[C:8]([N:10]2[C:14](=[O:15])[CH2:13][C@H:12]([OH:16])[C@@H:11]2[CH2:17][C:18]2[CH:19]=[CH:20][C:21]([C:24]#[N:25])=[CH:22][CH:23]=2)[CH:7]=[CH:6][C:3]=1[C:4]#[N:5], predict the reactants needed to synthesize it. The reactants are: [Cl:1][C:2]1[CH:9]=[C:8]([N:10]2[C:14](=[O:15])[CH:13]=[C:12]([OH:16])[CH:11]2[CH2:17][C:18]2[CH:23]=[CH:22][C:21]([C:24]#[N:25])=[CH:20][CH:19]=2)[CH:7]=[CH:6][C:3]=1[C:4]#[N:5].C(O)(=O)C.[BH4-].[Na+].O.